This data is from Forward reaction prediction with 1.9M reactions from USPTO patents (1976-2016). The task is: Predict the product of the given reaction. (1) Given the reactants C(O[C:6]([N:8]1[CH:13]2[CH2:14][CH2:15][CH:9]1[CH2:10][N:11]([C:16]1[N:21]=[CH:20][CH:19]=[CH:18][N:17]=1)[CH2:12]2)=[O:7])(C)(C)C.FC(F)(F)C1[CH:25]=[C:26]([C:30]2[CH:35]=[CH:34][C:33](C(O)=O)=[CH:32][CH:31]=2)[CH:27]=CC=1.[CH2:41](Cl)[CH2:42]Cl.[CH:45]1[CH:46]=CC2N(O)N=N[C:49]=2[CH:50]=1.Cl.O1CCOC[CH2:57]1, predict the reaction product. The product is: [C:26]([C:30]1[CH:31]=[C:32]([C:42]2[CH:41]=[CH:49][C:50]([C:6]([N:8]3[CH:9]4[CH2:15][CH2:14][CH:13]3[CH2:12][N:11]([C:16]3[N:17]=[CH:18][CH:19]=[CH:20][N:21]=3)[CH2:10]4)=[O:7])=[CH:45][CH:46]=2)[CH:33]=[CH:34][CH:35]=1)([CH3:25])([CH3:27])[CH3:57]. (2) Given the reactants [CH3:1][N:2]([CH3:47])[CH2:3][C:4]([N:6]1[C:14]2[C:9](=[CH:10][C:11]([O:45][CH3:46])=[C:12]([NH:15][C:16]3[N:29]4[C:20](=[N:21][C:22]5[C:27]([C:28]4=[O:30])=[C:26]([F:31])[CH:25]=[CH:24][CH:23]=5)[C:19]4[CH:32]=[CH:33][N:34]([S:35]([C:38]5[CH:43]=[CH:42][C:41]([CH3:44])=[CH:40][CH:39]=5)(=[O:37])=[O:36])[C:18]=4[N:17]=3)[CH:13]=2)[CH2:8][CH2:7]1)=[O:5].[CH2:48]([NH2:50])[CH3:49], predict the reaction product. The product is: [CH3:1][N:2]([CH3:47])[CH2:3][C:4]([N:6]1[C:14]2[C:9](=[CH:10][C:11]([O:45][CH3:46])=[C:12]([NH:15][C:16]3[N:29]=[C:20]([NH:21][C:22]4[CH:23]=[CH:24][CH:25]=[C:26]([F:31])[C:27]=4[C:28]([NH:50][CH2:48][CH3:49])=[O:30])[C:19]4[CH:32]=[CH:33][N:34]([S:35]([C:38]5[CH:39]=[CH:40][C:41]([CH3:44])=[CH:42][CH:43]=5)(=[O:37])=[O:36])[C:18]=4[N:17]=3)[CH:13]=2)[CH2:8][CH2:7]1)=[O:5]. (3) Given the reactants [O:1]([C:8]1[N:13]=[C:12]([NH2:14])[C:11]([NH2:15])=[CH:10][CH:9]=1)[C:2]1[CH:7]=[CH:6][CH:5]=[CH:4][CH:3]=1.[CH2:16](Br)[C:17]1[CH:22]=[CH:21][CH:20]=[CH:19][CH:18]=1, predict the reaction product. The product is: [CH2:16]([NH:15][C:11]1[C:12]([NH2:14])=[N:13][C:8]([O:1][C:2]2[CH:3]=[CH:4][CH:5]=[CH:6][CH:7]=2)=[CH:9][CH:10]=1)[C:17]1[CH:22]=[CH:21][CH:20]=[CH:19][CH:18]=1. (4) Given the reactants [CH:1]([C:3]1[CH:16]=[CH:15][C:6]([CH:7]=[C:8]2[S:12][C:11](=[O:13])[NH:10][C:9]2=[O:14])=[CH:5][CH:4]=1)=O.[Cl:17][C:18]1[C:19]([NH2:26])=[C:20]([NH2:25])[CH:21]=[C:22]([Cl:24])[CH:23]=1, predict the reaction product. The product is: [Cl:17][C:18]1[C:19]2[NH:26][C:1]([C:3]3[CH:16]=[CH:15][C:6]([CH:7]=[C:8]4[S:12][C:11](=[O:13])[NH:10][C:9]4=[O:14])=[CH:5][CH:4]=3)=[N:25][C:20]=2[CH:21]=[C:22]([Cl:24])[CH:23]=1. (5) The product is: [CH:1]([C:5]1[C:6]([Cl:14])=[N:7][C:8]([S:12][CH3:13])=[N:9][C:10]=1[I:15])([CH2:3][CH3:4])[CH3:2]. Given the reactants [CH:1]([C:5]1[C:6]([Cl:14])=[N:7][C:8]([S:12][CH3:13])=[N:9][C:10]=1Cl)([CH2:3][CH3:4])[CH3:2].[IH:15].C(=O)(O)[O-].[Na+], predict the reaction product. (6) Given the reactants CN(C)CCCN=C=NCC.[CH3:12][C:13]1[CH:30]=[CH:29][C:16]([C:17]([NH:19][C:20]2[CH:28]=[CH:27][C:23]([C:24](O)=[O:25])=[CH:22][CH:21]=2)=[O:18])=[C:15]([N:31]2[CH2:36][CH2:35][CH:34]([CH3:37])[CH2:33][CH2:32]2)[CH:14]=1.[NH2:38][C:39]1[CH:44]=[CH:43][CH:42]=[CH:41][N:40]=1.ON1C2C=CC=CC=2N=N1.C(=O)([O-])[O-].[K+].[K+], predict the reaction product. The product is: [CH3:12][C:13]1[CH:30]=[CH:29][C:16]([C:17]([NH:19][C:20]2[CH:21]=[CH:22][C:23]([C:24]([NH:38][C:39]3[CH:44]=[CH:43][CH:42]=[CH:41][N:40]=3)=[O:25])=[CH:27][CH:28]=2)=[O:18])=[C:15]([N:31]2[CH2:32][CH2:33][CH:34]([CH3:37])[CH2:35][CH2:36]2)[CH:14]=1. (7) Given the reactants Br[CH2:2][C:3]#[N:4].[Br:5][C:6]1[CH:11]=[CH:10][C:9]([OH:12])=[C:8]([F:13])[CH:7]=1.C(=O)([O-])[O-].[K+].[K+], predict the reaction product. The product is: [Br:5][C:6]1[CH:11]=[CH:10][C:9]([O:12][CH2:2][C:3]#[N:4])=[C:8]([F:13])[CH:7]=1.